Dataset: NCI-60 drug combinations with 297,098 pairs across 59 cell lines. Task: Regression. Given two drug SMILES strings and cell line genomic features, predict the synergy score measuring deviation from expected non-interaction effect. (1) Drug 1: CN1CCC(CC1)COC2=C(C=C3C(=C2)N=CN=C3NC4=C(C=C(C=C4)Br)F)OC. Drug 2: C#CCC(CC1=CN=C2C(=N1)C(=NC(=N2)N)N)C3=CC=C(C=C3)C(=O)NC(CCC(=O)O)C(=O)O. Cell line: U251. Synergy scores: CSS=0.431, Synergy_ZIP=-2.94, Synergy_Bliss=-6.33, Synergy_Loewe=-9.32, Synergy_HSA=-5.27. (2) Drug 1: CN(C)N=NC1=C(NC=N1)C(=O)N. Drug 2: COC1=C2C(=CC3=C1OC=C3)C=CC(=O)O2. Cell line: SN12C. Synergy scores: CSS=-1.91, Synergy_ZIP=0.742, Synergy_Bliss=1.81, Synergy_Loewe=-1.70, Synergy_HSA=-0.982. (3) Drug 1: CC1=C(C(=CC=C1)Cl)NC(=O)C2=CN=C(S2)NC3=CC(=NC(=N3)C)N4CCN(CC4)CCO. Drug 2: CCN(CC)CCNC(=O)C1=C(NC(=C1C)C=C2C3=C(C=CC(=C3)F)NC2=O)C. Cell line: SF-539. Synergy scores: CSS=9.75, Synergy_ZIP=-0.0264, Synergy_Bliss=3.55, Synergy_Loewe=5.46, Synergy_HSA=2.18. (4) Drug 1: C1=NNC2=C1C(=O)NC=N2. Drug 2: CCN(CC)CCCC(C)NC1=C2C=C(C=CC2=NC3=C1C=CC(=C3)Cl)OC. Cell line: HS 578T. Synergy scores: CSS=1.68, Synergy_ZIP=-1.26, Synergy_Bliss=-0.470, Synergy_Loewe=-2.01, Synergy_HSA=-1.91. (5) Drug 1: C1C(C(OC1N2C=NC3=C(N=C(N=C32)Cl)N)CO)O. Drug 2: C(CCl)NC(=O)N(CCCl)N=O. Cell line: SF-539. Synergy scores: CSS=16.3, Synergy_ZIP=-9.06, Synergy_Bliss=-8.23, Synergy_Loewe=-8.82, Synergy_HSA=-7.40. (6) Drug 1: C1=NC2=C(N=C(N=C2N1C3C(C(C(O3)CO)O)O)F)N. Drug 2: CCC1=C2CN3C(=CC4=C(C3=O)COC(=O)C4(CC)O)C2=NC5=C1C=C(C=C5)O. Cell line: MDA-MB-231. Synergy scores: CSS=11.8, Synergy_ZIP=-5.75, Synergy_Bliss=-4.97, Synergy_Loewe=-10.2, Synergy_HSA=-3.81. (7) Drug 1: CC(C1=C(C=CC(=C1Cl)F)Cl)OC2=C(N=CC(=C2)C3=CN(N=C3)C4CCNCC4)N. Drug 2: C1=CC=C(C=C1)NC(=O)CCCCCCC(=O)NO. Cell line: HS 578T. Synergy scores: CSS=2.69, Synergy_ZIP=0.137, Synergy_Bliss=0.922, Synergy_Loewe=-8.83, Synergy_HSA=-4.28.